This data is from Forward reaction prediction with 1.9M reactions from USPTO patents (1976-2016). The task is: Predict the product of the given reaction. Given the reactants [F:1][C:2]1[CH:7]=[CH:6][N:5]=[C:4]2[N:8]([Si](C(C)C)(C(C)C)C(C)C)[CH:9]=[CH:10][C:3]=12.[Br-:21].[Br-:22].[Br-].N1C=CC=CC=1.C([OH:34])(C)(C)C, predict the reaction product. The product is: [Br:21][C:10]1([Br:22])[C:3]2[C:4](=[N:5][CH:6]=[CH:7][C:2]=2[F:1])[NH:8][C:9]1=[O:34].